This data is from Full USPTO retrosynthesis dataset with 1.9M reactions from patents (1976-2016). The task is: Predict the reactants needed to synthesize the given product. (1) Given the product [CH:1]([C:2]1[CH2:11][C:1]2[C:6]([CH:3]=1)=[C:5]([C:18]1[CH:19]=[CH:20][CH:21]=[CH:22][CH:23]=1)[CH:4]=[CH:3][CH:2]=2)([CH3:11])[CH3:6], predict the reactants needed to synthesize it. The reactants are: [C:1]1([CH3:11])[CH:6]=[CH:5][C:4](S(O)(=O)=O)=[CH:3][CH:2]=1.C(=O)(O)[O-].[Na+].O.[C:18]1(C)[CH:23]=[CH:22][CH:21]=[CH:20][CH:19]=1. (2) Given the product [Cl:1][C:2]1[CH:3]=[C:4]([CH2:9][CH2:10][C:11]([O:13][CH3:14])=[O:12])[CH:5]=[C:6]([F:8])[CH:7]=1, predict the reactants needed to synthesize it. The reactants are: [Cl:1][C:2]1[CH:3]=[C:4]([CH2:9][CH2:10][C:11]([OH:13])=[O:12])[CH:5]=[C:6]([F:8])[CH:7]=1.[CH3:14]O.